Dataset: TCR-epitope binding with 47,182 pairs between 192 epitopes and 23,139 TCRs. Task: Binary Classification. Given a T-cell receptor sequence (or CDR3 region) and an epitope sequence, predict whether binding occurs between them. (1) The epitope is HPVGEADYFEY. The TCR CDR3 sequence is CASSQFDRALHQTQYF. Result: 0 (the TCR does not bind to the epitope). (2) The epitope is KLPDDFTGCV. The TCR CDR3 sequence is CASSLDSENSPLHF. Result: 1 (the TCR binds to the epitope). (3) The epitope is TLIGDCATV. The TCR CDR3 sequence is CASSLVAGTLNEQFF. Result: 1 (the TCR binds to the epitope). (4) The epitope is NLNESLIDL. The TCR CDR3 sequence is CASSQSGTYNEQFF. Result: 1 (the TCR binds to the epitope). (5) The epitope is FLNGSCGSV. Result: 1 (the TCR binds to the epitope). The TCR CDR3 sequence is CASSQERGTSSYNEQFF.